From a dataset of Forward reaction prediction with 1.9M reactions from USPTO patents (1976-2016). Predict the product of the given reaction. (1) Given the reactants [Si:1]([O:8][CH2:9][C:10]1([CH3:38])[S:16][CH2:15][CH2:14][N:13]2[C:17]([C:20]3([C:23]4[CH:28]=[CH:27][C:26](B5OC(C)(C)C(C)(C)O5)=[CH:25][CH:24]=4)[CH2:22][CH2:21]3)=[N:18][N:19]=[C:12]2[CH2:11]1)([C:4]([CH3:7])([CH3:6])[CH3:5])([CH3:3])[CH3:2].I[C:40]1[N:41]=[CH:42][N:43]([CH3:45])[CH:44]=1.C1(P(C2CCCCC2)C2CCCCC2)CCCCC1.P([O-])([O-])([O-])=O.[K+].[K+].[K+].C(=O)([O-])O.[Na+], predict the reaction product. The product is: [Si:1]([O:8][CH2:9][C:10]1([CH3:38])[S:16][CH2:15][CH2:14][N:13]2[C:17]([C:20]3([C:23]4[CH:24]=[CH:25][C:26]([C:40]5[N:41]=[CH:42][N:43]([CH3:45])[CH:44]=5)=[CH:27][CH:28]=4)[CH2:21][CH2:22]3)=[N:18][N:19]=[C:12]2[CH2:11]1)([C:4]([CH3:7])([CH3:6])[CH3:5])([CH3:3])[CH3:2]. (2) Given the reactants [N+:1]([C:4]1[CH:9]=[CH:8][C:7]([N:10]2[CH2:14][CH2:13][CH:12]([NH:15]C(=O)C)[CH2:11]2)=[CH:6][CH:5]=1)([O-:3])=[O:2].Cl.[OH-].[Na+], predict the reaction product. The product is: [N+:1]([C:4]1[CH:9]=[CH:8][C:7]([N:10]2[CH2:14][CH2:13][CH:12]([NH2:15])[CH2:11]2)=[CH:6][CH:5]=1)([O-:3])=[O:2].